Dataset: TCR-epitope binding with 47,182 pairs between 192 epitopes and 23,139 TCRs. Task: Binary Classification. Given a T-cell receptor sequence (or CDR3 region) and an epitope sequence, predict whether binding occurs between them. (1) The epitope is HSKKKCDEL. Result: 1 (the TCR binds to the epitope). The TCR CDR3 sequence is CASSPRQGGTGELFF. (2) The epitope is YVLDHLIVV. The TCR CDR3 sequence is CASTPMGLSSGETQYF. Result: 1 (the TCR binds to the epitope). (3) The epitope is CINGVCWTV. The TCR CDR3 sequence is CAISRDSIQFGNTIYF. Result: 1 (the TCR binds to the epitope). (4) The epitope is RPPIFIRRL. The TCR CDR3 sequence is CASSLGDYEQYF. Result: 0 (the TCR does not bind to the epitope). (5) The epitope is TLVPQEHYV. The TCR CDR3 sequence is CASSLGMGQSYEQYF. Result: 1 (the TCR binds to the epitope).